This data is from NCI-60 drug combinations with 297,098 pairs across 59 cell lines. The task is: Regression. Given two drug SMILES strings and cell line genomic features, predict the synergy score measuring deviation from expected non-interaction effect. (1) Drug 1: C1CCC(CC1)NC(=O)N(CCCl)N=O. Drug 2: COC1=C2C(=CC3=C1OC=C3)C=CC(=O)O2. Cell line: SF-295. Synergy scores: CSS=33.9, Synergy_ZIP=-7.13, Synergy_Bliss=-0.423, Synergy_Loewe=-1.16, Synergy_HSA=0.0921. (2) Drug 1: C1=CC(=CC=C1CCCC(=O)O)N(CCCl)CCCl. Drug 2: CC(C)NC(=O)C1=CC=C(C=C1)CNNC.Cl. Cell line: IGROV1. Synergy scores: CSS=36.5, Synergy_ZIP=7.97, Synergy_Bliss=8.95, Synergy_Loewe=1.96, Synergy_HSA=6.73. (3) Drug 2: CN1C(=O)N2C=NC(=C2N=N1)C(=O)N. Drug 1: C1=CC(=CC=C1CCC2=CNC3=C2C(=O)NC(=N3)N)C(=O)NC(CCC(=O)O)C(=O)O. Cell line: UO-31. Synergy scores: CSS=14.8, Synergy_ZIP=-11.0, Synergy_Bliss=-6.14, Synergy_Loewe=-28.6, Synergy_HSA=-6.51. (4) Drug 2: CN(CCCl)CCCl.Cl. Synergy scores: CSS=18.4, Synergy_ZIP=-6.19, Synergy_Bliss=-0.508, Synergy_Loewe=-6.18, Synergy_HSA=0.636. Cell line: TK-10. Drug 1: CC1=C(C=C(C=C1)NC(=O)C2=CC=C(C=C2)CN3CCN(CC3)C)NC4=NC=CC(=N4)C5=CN=CC=C5.